Dataset: Peptide-MHC class II binding affinity with 134,281 pairs from IEDB. Task: Regression. Given a peptide amino acid sequence and an MHC pseudo amino acid sequence, predict their binding affinity value. This is MHC class II binding data. (1) The peptide sequence is DPEDSALLEDPA. The MHC is DRB3_0101 with pseudo-sequence DRB3_0101. The binding affinity (normalized) is 0.317. (2) The peptide sequence is LSDISLKLTSGKIAS. The MHC is DRB5_0101 with pseudo-sequence DRB5_0101. The binding affinity (normalized) is 0.631. (3) The peptide sequence is FFDLPLPWTSGATTE. The MHC is DRB1_0405 with pseudo-sequence DRB1_0405. The binding affinity (normalized) is 0.244. (4) The peptide sequence is YLGLEVLTRARAALT. The MHC is DRB1_1101 with pseudo-sequence DRB1_1101. The binding affinity (normalized) is 0.764. (5) The peptide sequence is VENVRVAYGKCDSAG. The MHC is HLA-DQA10501-DQB10302 with pseudo-sequence HLA-DQA10501-DQB10302. The binding affinity (normalized) is 0.285. (6) The peptide sequence is SYSTAIPLLCSYFFEAEPRQ. The MHC is H-2-IAb with pseudo-sequence H-2-IAb. The binding affinity (normalized) is 0.433. (7) The peptide sequence is ALHIIAGTPEVHAVK. The MHC is HLA-DPA10103-DPB10401 with pseudo-sequence HLA-DPA10103-DPB10401. The binding affinity (normalized) is 0.152.